Dataset: Forward reaction prediction with 1.9M reactions from USPTO patents (1976-2016). Task: Predict the product of the given reaction. (1) The product is: [Cl:23][C:24]1[CH:29]=[CH:28][CH:27]=[CH:26][C:25]=1[CH:30]([O:22][C:21]1[CH:20]=[CH:19][S:18][C:17]=1[C:15]([O:14][CH3:13])=[O:16])[CH3:31]. Given the reactants CCOC(/N=N/C(OCC)=O)=O.[CH3:13][O:14][C:15]([C:17]1[S:18][CH:19]=[CH:20][C:21]=1[OH:22])=[O:16].[Cl:23][C:24]1[CH:29]=[CH:28][CH:27]=[CH:26][C:25]=1[CH:30](O)[CH3:31].C1(P(C2C=CC=CC=2)C2C=CC=CC=2)C=CC=CC=1, predict the reaction product. (2) Given the reactants C([O:8][N:9]([CH2:12][C@@H:13]([CH2:17][CH:18]1[CH2:22][CH2:21][CH2:20][CH2:19]1)[C:14]([OH:16])=O)[CH:10]=[O:11])C1C=CC=CC=1.[NH:23]1[CH2:27][CH2:26][CH2:25][C@H:24]1[C:28]1[O:29][C:30]2[CH:36]=[CH:35][CH:34]=[CH:33][C:31]=2[N:32]=1, predict the reaction product. The product is: [O:29]1[C:30]2[CH:36]=[CH:35][CH:34]=[CH:33][C:31]=2[N:32]=[C:28]1[C@@H:24]1[CH2:25][CH2:26][CH2:27][N:23]1[C:14](=[O:16])[C@H:13]([CH2:17][CH:18]1[CH2:19][CH2:20][CH2:21][CH2:22]1)[CH2:12][N:9]([OH:8])[CH:10]=[O:11]. (3) Given the reactants Cl[C:2]1[CH:3]=[C:4]([NH:10][C:11]2[CH:16]=[CH:15][C:14]([O:17][C:18]([CH3:27])([CH3:26])[CH2:19][N:20]3[CH2:23][C:22]([F:25])([F:24])[CH2:21]3)=[CH:13][N:12]=2)[C:5](=[O:9])[N:6]([CH3:8])[N:7]=1.[C:28]([C:32]1[CH:33]=[C:34]2[C:39](=[CH:40][CH:41]=1)[C:38](=[O:42])[N:37]([C:43]1[CH:53]=[CH:52][CH:51]=[C:50](B3OC(C)(C)C(C)(C)O3)[C:44]=1[CH2:45][O:46]C(=O)C)[N:36]=[CH:35]2)([CH3:31])([CH3:30])[CH3:29].[O-]P([O-])([O-])=O.[K+].[K+].[K+].CC(C1C=C(C(C)C)C(C2C=CC=CC=2P(C2CCCCC2)C2CCCCC2)=C(C(C)C)C=1)C, predict the reaction product. The product is: [C:28]([C:32]1[CH:33]=[C:34]2[C:39](=[CH:40][CH:41]=1)[C:38](=[O:42])[N:37]([C:43]1[CH:53]=[CH:52][CH:51]=[C:50]([C:2]3[CH:3]=[C:4]([NH:10][C:11]4[CH:16]=[CH:15][C:14]([O:17][C:18]([CH3:27])([CH3:26])[CH2:19][N:20]5[CH2:23][C:22]([F:25])([F:24])[CH2:21]5)=[CH:13][N:12]=4)[C:5](=[O:9])[N:6]([CH3:8])[N:7]=3)[C:44]=1[CH2:45][OH:46])[N:36]=[CH:35]2)([CH3:31])([CH3:29])[CH3:30]. (4) The product is: [NH2:5][C:6]([N:18]1[CH2:17][CH2:16][N:15]([CH2:14][C:8]2[CH:9]=[CH:10][CH:11]=[CH:12][CH:13]=2)[CH2:20][CH2:19]1)=[S:7]. Given the reactants C([N:5]=[C:6]=[S:7])(C)(C)C.[C:8]1([CH2:14][N:15]2[CH2:20][CH2:19][NH:18][CH2:17][CH2:16]2)[CH:13]=[CH:12][CH:11]=[CH:10][CH:9]=1.Cl.[OH-].[Na+], predict the reaction product. (5) Given the reactants Cl[C:2]1[N:3]=[C:4]([N:13]2[CH2:18][CH2:17][N:16]([C:19](=[O:27])[CH2:20][C:21]3[CH:26]=[CH:25][CH:24]=[CH:23][CH:22]=3)[CH2:15][CH2:14]2)[C:5]2[CH:10]=[C:9]([CH2:11][CH3:12])[S:8][C:6]=2[N:7]=1.[C:28]1([CH2:34][CH2:35][CH2:36][NH2:37])[CH:33]=[CH:32][CH:31]=[CH:30][CH:29]=1, predict the reaction product. The product is: [CH2:11]([C:9]1[S:8][C:6]2[N:7]=[C:2]([NH:37][CH2:36][CH2:35][CH2:34][C:28]3[CH:33]=[CH:32][CH:31]=[CH:30][CH:29]=3)[N:3]=[C:4]([N:13]3[CH2:18][CH2:17][N:16]([C:19](=[O:27])[CH2:20][C:21]4[CH:26]=[CH:25][CH:24]=[CH:23][CH:22]=4)[CH2:15][CH2:14]3)[C:5]=2[CH:10]=1)[CH3:12]. (6) Given the reactants C[Si]([N-][Si](C)(C)C)(C)C.[Li+].[C:11]1([N:17]2[CH2:23][CH2:22][CH2:21][CH2:20][CH2:19][C:18]2=[O:24])[CH:16]=[CH:15][CH:14]=[CH:13][CH:12]=1.Cl[C:26]([O:28][CH2:29][CH3:30])=[O:27], predict the reaction product. The product is: [O:24]=[C:18]1[CH:19]([C:26]([O:28][CH2:29][CH3:30])=[O:27])[CH2:20][CH2:21][CH2:22][CH2:23][N:17]1[C:11]1[CH:12]=[CH:13][CH:14]=[CH:15][CH:16]=1. (7) The product is: [CH:21]1([C@H:2]2[C:3]([C:5]3[CH:6]=[CH:7][C:8]([O:11][CH3:12])=[CH:9][CH:10]=3)([C:13]3[CH:18]=[CH:17][C:16]([O:19][CH3:20])=[CH:15][CH:14]=3)[O:4][B:29]([O:28][CH3:27])[NH:1]2)[CH2:26][CH2:25][CH2:24][CH2:23][CH2:22]1. Given the reactants [NH2:1][C@@H:2]([CH:21]1[CH2:26][CH2:25][CH2:24][CH2:23][CH2:22]1)[C:3]([C:13]1[CH:18]=[CH:17][C:16]([O:19][CH3:20])=[CH:15][CH:14]=1)([C:5]1[CH:10]=[CH:9][C:8]([O:11][CH3:12])=[CH:7][CH:6]=1)[OH:4].[CH3:27][O:28][B:29](OC)OC, predict the reaction product. (8) The product is: [I:1][C:2]1[CH:3]=[CH:4][C:5]2[N:6]([CH:8]=[C:9]([C:11]([NH:22][C:17]3[CH:18]=[CH:19][CH:20]=[CH:21][N:16]=3)=[O:13])[N:10]=2)[CH:7]=1. Given the reactants [I:1][C:2]1[CH:3]=[CH:4][C:5]2[N:6]([CH:8]=[C:9]([C:11]([O:13]CC)=O)[N:10]=2)[CH:7]=1.[N:16]1[CH:21]=[CH:20][CH:19]=[CH:18][C:17]=1[NH2:22].ON1C2N=CC=CC=2N=N1, predict the reaction product.